Dataset: Full USPTO retrosynthesis dataset with 1.9M reactions from patents (1976-2016). Task: Predict the reactants needed to synthesize the given product. (1) The reactants are: [Cl:1][C:2]1[CH:3]=[C:4]([C:18]#[N:19])[C:5]2[N:9]=[C:8]([CH3:10])[N:7]([CH:11]3[CH2:16][CH2:15][CH2:14][CH2:13][O:12]3)[C:6]=2[CH:17]=1. Given the product [Cl:1][C:2]1[CH:3]=[C:4]([CH2:18][NH2:19])[C:5]2[N:9]=[C:8]([CH3:10])[N:7]([CH:11]3[CH2:16][CH2:15][CH2:14][CH2:13][O:12]3)[C:6]=2[CH:17]=1, predict the reactants needed to synthesize it. (2) Given the product [CH2:1]([N:3]1[C:7]([C:8]2[CH:9]=[C:10]([C:13]([OH:15])=[O:14])[S:11][CH:12]=2)=[C:6]([CH3:17])[CH:5]=[N:4]1)[CH3:2], predict the reactants needed to synthesize it. The reactants are: [CH2:1]([N:3]1[C:7]([C:8]2[CH:9]=[C:10]([C:13]([O:15]C)=[O:14])[S:11][CH:12]=2)=[C:6]([CH3:17])[CH:5]=[N:4]1)[CH3:2].[OH-].[K+]. (3) Given the product [Cl:1][C:2]1[CH:7]=[CH:6][C:5]([C:8]2([OH:33])[CH2:13][CH2:12][N:11]([CH2:14][CH2:15][CH:16]=[C:17]3[C:23]4[CH:24]=[CH:25][CH:26]=[CH:27][C:22]=4[C:21](=[O:28])[N:20]([CH2:37][CH2:38][CH2:39][OH:40])[C:19]4[CH:29]=[CH:30][CH:31]=[CH:32][C:18]3=4)[CH2:10][CH2:9]2)=[CH:4][CH:3]=1, predict the reactants needed to synthesize it. The reactants are: [Cl:1][C:2]1[CH:7]=[CH:6][C:5]([C:8]2([OH:33])[CH2:13][CH2:12][N:11]([CH2:14][CH2:15][CH:16]=[C:17]3[C:23]4[CH:24]=[CH:25][CH:26]=[CH:27][C:22]=4[C:21](=[O:28])[NH:20][C:19]4[CH:29]=[CH:30][CH:31]=[CH:32][C:18]3=4)[CH2:10][CH2:9]2)=[CH:4][CH:3]=1.[H-].[Na+].Br[CH2:37][CH2:38][CH2:39][O:40][CH:39]1[CH2:38][CH2:37]CC[O:40]1.O.